From a dataset of Forward reaction prediction with 1.9M reactions from USPTO patents (1976-2016). Predict the product of the given reaction. (1) Given the reactants [CH3:1][NH:2][CH2:3][CH2:4][OH:5].ClCCl.C(N(CC)CC)C.[CH3:16][S:17](Cl)(=[O:19])=[O:18], predict the reaction product. The product is: [CH3:16][S:17]([O:5][CH2:4][CH2:3][N:2]([CH3:1])[S:17]([CH3:16])(=[O:19])=[O:18])(=[O:19])=[O:18]. (2) Given the reactants O[CH:2]([CH3:21])[CH:3]([NH:11][C:12](=O)[C:13]1[CH:18]=[CH:17][CH:16]=[C:15]([CH3:19])[CH:14]=1)[C:4]1[CH:9]=[CH:8][C:7](C)=[CH:6][CH:5]=1.[P+3]=O.[CH2:24]1C2C(CCCC2)CCC1, predict the reaction product. The product is: [CH3:24][C:8]1[CH:9]=[C:4]([C:3]2[C:2]3[C:18](=[CH:17][CH:16]=[C:15]([CH3:19])[CH:21]=3)[C:13]([CH3:14])=[CH:12][N:11]=2)[CH:5]=[CH:6][CH:7]=1. (3) Given the reactants [F:1][C:2]1[S:6][C:5]([NH:7][C:8]([C@@H:10]2[CH2:14][C@H:13]([OH:15])[CH2:12][N:11]2C(OC(C)(C)C)=O)=[O:9])=[N:4][CH:3]=1.Cl.O1CCOCC1, predict the reaction product. The product is: [F:1][C:2]1[S:6][C:5]([NH:7][C:8]([C@@H:10]2[CH2:14][C@H:13]([OH:15])[CH2:12][NH:11]2)=[O:9])=[N:4][CH:3]=1. (4) Given the reactants Cl[C:2]1[C:7]([CH3:8])=[CH:6][C:5]([N+:9]([O-:11])=[O:10])=[CH:4][N:3]=1.[CH3:12][NH2:13], predict the reaction product. The product is: [CH3:12][NH:13][C:2]1[C:7]([CH3:8])=[CH:6][C:5]([N+:9]([O-:11])=[O:10])=[CH:4][N:3]=1. (5) Given the reactants [C:1]1([S:7]([C:10]2([CH2:15][CH2:16][CH2:17]O)[CH2:14][CH:13]=[CH:12][CH2:11]2)(=[O:9])=[O:8])[CH:6]=[CH:5][CH:4]=[CH:3][CH:2]=1.C(N(CC)CC)C.CS(Cl)(=O)=O.[CH3:31][C:32]1[CH2:33][NH:34][CH2:35][CH2:36][C:37]=1[CH3:38].C(=O)([O-])[O-].[K+].[K+], predict the reaction product. The product is: [C:1]1([S:7]([C:10]2([CH2:15][CH2:16][CH2:17][N:34]3[CH2:33][C:32]([CH3:31])=[C:37]([CH3:38])[CH2:36][CH2:35]3)[CH2:14][CH:13]=[CH:12][CH2:11]2)(=[O:9])=[O:8])[CH:6]=[CH:5][CH:4]=[CH:3][CH:2]=1.